Regression/Classification. Given a drug SMILES string, predict its absorption, distribution, metabolism, or excretion properties. Task type varies by dataset: regression for continuous measurements (e.g., permeability, clearance, half-life) or binary classification for categorical outcomes (e.g., BBB penetration, CYP inhibition). Dataset: cyp2c19_veith. From a dataset of CYP2C19 inhibition data for predicting drug metabolism from PubChem BioAssay. (1) The compound is Cc1ccc2c(c1)N(CCC(=O)NCC1CCCO1)C(=O)CO2. The result is 0 (non-inhibitor). (2) The drug is Cc1cccc(CNc2ccnc(-c3ccccc3CN(C)C)n2)c1. The result is 0 (non-inhibitor). (3) The drug is CN1CCN(c2ccc([N+](=O)[O-])cc2NC(=O)c2ccccc2Cl)CC1. The result is 0 (non-inhibitor). (4) The drug is CN(C(=O)Cc1ccc(Cl)c(Cl)c1)[C@H]1CCCC[C@@H]1N1CCCC1. The result is 1 (inhibitor). (5) The compound is C[C@]12CC[C@H]3c4ccc(O)cc4CC[C@@H]3[C@H]1CC[C@@H]2OC(=O)CCc1ccccc1. The result is 0 (non-inhibitor).